From a dataset of Reaction yield outcomes from USPTO patents with 853,638 reactions. Predict the reaction yield, written as a fraction of the theoretical maximum amount of product (1.0 means a 100% yield; for example, 0.34 means a 34% yield). (1) The reactants are [Cl:1][C:2]1[C:3]([N:23]2[CH2:28][CH2:27][N:26]([C:29](=[O:41])[NH:30][C:31]3[CH:36]=[CH:35][CH:34]=[C:33]([C:37]([F:40])([F:39])[F:38])[CH:32]=3)[CH2:25][CH2:24]2)=[N:4][C:5]([NH:8][C:9]2[CH:14]=[CH:13][CH:12]=[CH:11][C:10]=2[NH:15][C:16](=O)[O:17]C(C)(C)C)=[N:6][CH:7]=1.[C:42](O)([C:44](F)(F)F)=O.NC1C=CC=CC=1NC1N=C(N2CCN(C(NC3C=CC=C(C(F)(F)F)C=3)=O)CC2)C(Cl)=CN=1.C(Cl)(=O)C=C.CCN(C(C)C)C(C)C. The product is [C:16]([NH:15][C:10]1[CH:11]=[CH:12][CH:13]=[CH:14][C:9]=1[NH:8][C:5]1[N:4]=[C:3]([N:23]2[CH2:24][CH2:25][N:26]([C:29]([NH:30][C:31]3[CH:36]=[CH:35][CH:34]=[C:33]([C:37]([F:39])([F:38])[F:40])[CH:32]=3)=[O:41])[CH2:27][CH2:28]2)[C:2]([Cl:1])=[CH:7][N:6]=1)(=[O:17])[CH:42]=[CH2:44]. The yield is 0.430. The catalyst is C(Cl)Cl. (2) The reactants are C1(OP(Cl)(OC2C=CC=CC=2)=O)C=CC=CC=1.[O:18]1[C:22]2[CH:23]=[CH:24][CH:25]=[CH:26][C:21]=2[CH:20]=[C:19]1[C:27]([OH:29])=O.C(N(CC)CC)C.[NH2:37][C@@H:38]1[CH:43]2[CH2:44][CH2:45][N:40]([CH2:41][CH2:42]2)[C@H:39]1[CH2:46][C:47]1[CH:48]=[N:49][CH:50]=[CH:51][CH:52]=1.C1(C)C=CC(C([C@](C(O)=O)(O)[C@](C(C2C=CC(C)=CC=2)=O)(O)C(O)=O)=O)=CC=1.[OH-].[Na+]. The catalyst is ClCCl. The product is [N:49]1[CH:50]=[CH:51][CH:52]=[C:47]([CH2:46][CH:39]2[CH:38]([NH:37][C:27]([C:19]3[O:18][C:22]4[CH:23]=[CH:24][CH:25]=[CH:26][C:21]=4[CH:20]=3)=[O:29])[CH:43]3[CH2:42][CH2:41][N:40]2[CH2:45][CH2:44]3)[CH:48]=1. The yield is 0.420. (3) The reactants are [Cl-].[C:2]([C:4]1[C:16]([N+:17]([O-:19])=[O:18])=[CH:15][CH:14]=[CH:13][C:5]=1[O:6][CH2:7][C@H:8]1[CH2:12][CH2:11][CH2:10][NH2+:9]1)#[N:3].[C:20](Cl)(=[O:22])[CH3:21]. No catalyst specified. The product is [C:20]([N:9]1[CH2:10][CH2:11][CH2:12][C@@H:8]1[CH2:7][O:6][C:5]1[CH:13]=[CH:14][CH:15]=[C:16]([N+:17]([O-:19])=[O:18])[C:4]=1[C:2]#[N:3])(=[O:22])[CH3:21]. The yield is 1.00. (4) The reactants are [CH3:1][C:2]1[O:6][N:5]=[C:4]([C:7]2[CH:12]=[CH:11][N:10]=[CH:9][N:8]=2)[C:3]=1[CH2:13][OH:14].O[C:16]1[CH:25]=[CH:24][C:19]([C:20]([O:22][CH3:23])=[O:21])=[CH:18][N:17]=1.C1(P(C2C=CC=CC=2)C2C=CC=CC=2)C=CC=CC=1.N(C(OCC)=O)=NC(OCC)=O. The catalyst is C1COCC1. The product is [CH3:23][O:22][C:20](=[O:21])[C:19]1[CH:24]=[CH:25][C:16]([O:14][CH2:13][C:3]2[C:4]([C:7]3[CH:12]=[CH:11][N:10]=[CH:9][N:8]=3)=[N:5][O:6][C:2]=2[CH3:1])=[N:17][CH:18]=1. The yield is 0.180. (5) The reactants are [C:1]1([C:7]2[CH:8]=[C:9]3[C:13](=[CH:14][CH:15]=2)[NH:12][C:11](=[O:16])[CH2:10]3)[CH:6]=[CH:5][CH:4]=[CH:3][CH:2]=1.[CH2:17]([N:19]([CH2:34][CH3:35])[CH2:20][CH2:21][NH:22][C:23]([C:25]1[C:29]([CH3:30])=[C:28]([CH:31]=O)[NH:27][C:26]=1[CH3:33])=[O:24])[CH3:18]. No catalyst specified. The product is [CH2:34]([N:19]([CH2:17][CH3:18])[CH2:20][CH2:21][NH:22][C:23]([C:25]1[C:29]([CH3:30])=[C:28]([CH:31]=[C:10]2[C:9]3[C:13](=[CH:14][CH:15]=[C:7]([C:1]4[CH:2]=[CH:3][CH:4]=[CH:5][CH:6]=4)[CH:8]=3)[NH:12][C:11]2=[O:16])[NH:27][C:26]=1[CH3:33])=[O:24])[CH3:35]. The yield is 0.460.